From a dataset of Forward reaction prediction with 1.9M reactions from USPTO patents (1976-2016). Predict the product of the given reaction. (1) Given the reactants [Cl:1][C:2]1[CH:12]=[CH:11][CH:10]=[C:4]2[C:5]([O:7][C:8](=[O:9])[C:3]=12)=O.Cl.[NH2:14][CH:15]1[CH2:20][CH2:19][C:18](=[O:21])[NH:17][C:16]1=[O:22].C([O-])(=O)C.[Na+], predict the reaction product. The product is: [O:22]=[C:16]1[CH:15]([N:14]2[C:8](=[O:9])[C:3]3[C:4](=[CH:10][CH:11]=[CH:12][C:2]=3[Cl:1])[C:5]2=[O:7])[CH2:20][CH2:19][C:18](=[O:21])[NH:17]1. (2) Given the reactants Cl[C:2]1[C:11]([N:12]([CH3:16])[CH:13]([CH3:15])[CH3:14])=[N:10][C:9]2[C:4](=[CH:5][CH:6]=[C:7]([C:17]#[N:18])[CH:8]=2)[N:3]=1.[CH3:19][C:20]1[NH:21][C:22]2[C:27]([CH:28]=1)=[CH:26][C:25](B1OC(C)(C)C(C)(C)O1)=[CH:24][CH:23]=2.C(=O)([O-])[O-].[K+].[K+].O, predict the reaction product. The product is: [CH3:16][N:12]([CH:13]([CH3:15])[CH3:14])[C:11]1[C:2]([C:25]2[CH:26]=[C:27]3[C:22](=[CH:23][CH:24]=2)[NH:21][C:20]([CH3:19])=[CH:28]3)=[N:3][C:4]2[C:9]([N:10]=1)=[CH:8][C:7]([C:17]#[N:18])=[CH:6][CH:5]=2. (3) The product is: [Br:1][C:2]1[CH:3]=[C:4]2[C:9](=[CH:10][CH:11]=1)[CH:8]=[C:7]([NH2:17])[CH:6]=[CH:5]2. Given the reactants [Br:1][C:2]1[CH:3]=[C:4]2[C:9](=[CH:10][CH:11]=1)[CH:8]=[C:7](O)[CH:6]=[CH:5]2.S([O-])([O-])=O.[NH4+:17].[NH4+], predict the reaction product. (4) Given the reactants [CH3:1][N:2]([CH3:20])[C:3]1[C:12]2[C:7](=[CH:8][CH:9]=[CH:10][CH:11]=2)[C:6]([NH:13][C:14]([NH:16][CH2:17][C:18]#[CH:19])=[S:15])=[CH:5][CH:4]=1.CO.CO[Na].C(O)(=O)C, predict the reaction product. The product is: [CH3:1][N:2]([CH3:20])[C:3]1[C:12]2[C:7](=[CH:8][CH:9]=[CH:10][CH:11]=2)[C:6]([N:13]2[C:18]([CH3:19])=[CH:17][N:16]=[C:14]2[SH:15])=[CH:5][CH:4]=1. (5) Given the reactants Br[C:2]1[C:7]2=[N:8][C:9]([C:12]([NH2:14])=[O:13])=[CH:10][N:11]=[C:6]2[CH:5]=[N:4][CH:3]=1.[O:15]1[CH2:20][CH:19]=[C:18](B(O)O)[CH2:17][CH2:16]1.C(=O)([O-])[O-].[Cs+].[Cs+].O1CCOCC1, predict the reaction product. The product is: [O:15]1[CH2:16][CH:17]=[C:18]([C:2]2[C:7]3=[N:8][C:9]([C:12]([NH2:14])=[O:13])=[CH:10][N:11]=[C:6]3[CH:5]=[N:4][CH:3]=2)[CH2:19][CH2:20]1. (6) Given the reactants Cl[C:2]([C:13]1[N:14]=[C:15]([CH3:31])[N:16]([C:19]2[CH:24]=[CH:23][C:22]([O:25][CH3:26])=[C:21]([C:27]([F:30])([F:29])[F:28])[CH:20]=2)[C:17]=1[CH3:18])=[C:3]([C:6]1[CH:11]=[CH:10][N:9]=[C:8]([Cl:12])[CH:7]=1)C=O.CC(C)([O-])C.[K+].O, predict the reaction product. The product is: [Cl:12][C:8]1[CH:7]=[C:6]([C:3]#[C:2][C:13]2[N:14]=[C:15]([CH3:31])[N:16]([C:19]3[CH:24]=[CH:23][C:22]([O:25][CH3:26])=[C:21]([C:27]([F:30])([F:28])[F:29])[CH:20]=3)[C:17]=2[CH3:18])[CH:11]=[CH:10][N:9]=1. (7) Given the reactants Cl.C[N:3](C)[CH2:4][CH2:5][C:6]([C:8]1[CH:13]=[CH:12][C:11]([OH:14])=[CH:10][C:9]=1[F:15])=O.O.[NH2:18]N, predict the reaction product. The product is: [NH:3]1[CH2:4][CH2:5][C:6]([C:8]2[CH:13]=[CH:12][C:11]([OH:14])=[CH:10][C:9]=2[F:15])=[N:18]1.